From a dataset of Forward reaction prediction with 1.9M reactions from USPTO patents (1976-2016). Predict the product of the given reaction. (1) The product is: [OH:11][CH2:10][C:4]1([CH3:3])[CH2:8][O:7][C:6](=[O:9])[NH:5]1. Given the reactants [BH4-].[Na+].[CH3:3][C:4]1([C:10](OC)=[O:11])[CH2:8][O:7][C:6](=[O:9])[NH:5]1.[Cl-].[NH4+], predict the reaction product. (2) Given the reactants [O:1]=[S:2]1(=[O:47])[C:8]2[CH:9]=[C:10]([O:15][CH2:16][C:17]([O:19]C(C)(C)C)=[O:18])[C:11]([S:13][CH3:14])=[CH:12][C:7]=2[N:6]([C:24]2[CH:29]=[CH:28][CH:27]=[CH:26][CH:25]=2)[CH2:5][C:4]([CH2:34][CH2:35][CH2:36][CH3:37])([CH2:30][CH2:31][CH2:32][CH3:33])[N:3]1CC1C=CC(OC)=CC=1, predict the reaction product. The product is: [O:47]=[S:2]1(=[O:1])[C:8]2[CH:9]=[C:10]([O:15][CH2:16][C:17]([OH:19])=[O:18])[C:11]([S:13][CH3:14])=[CH:12][C:7]=2[N:6]([C:24]2[CH:25]=[CH:26][CH:27]=[CH:28][CH:29]=2)[CH2:5][C:4]([CH2:34][CH2:35][CH2:36][CH3:37])([CH2:30][CH2:31][CH2:32][CH3:33])[NH:3]1. (3) The product is: [CH2:1]([CH:3]1[N:12]([C:13]2[CH:14]=[N:15][N:16]([CH3:32])[CH:17]=2)[C:11]2[N:10]=[C:9]([N:18]3[CH:22]=[CH:21][N:20]=[C:19]3[C:23]3[CH:28]=[CH:27][C:26]([F:29])=[CH:25][CH:24]=3)[N:8]=[CH:7][C:6]=2[N:5]([CH3:30])[C:4]1=[O:31])[CH3:2]. Given the reactants [CH2:1]([CH:3]1[N:12]([C:13]2[CH:14]=[N:15][NH:16][CH:17]=2)[C:11]2[N:10]=[C:9]([N:18]3[CH:22]=[CH:21][N:20]=[C:19]3[C:23]3[CH:28]=[CH:27][C:26]([F:29])=[CH:25][CH:24]=3)[N:8]=[CH:7][C:6]=2[N:5]([CH3:30])[C:4]1=[O:31])[CH3:2].[C:32]([O-])([O-])=O.[K+].[K+], predict the reaction product. (4) The product is: [Cl:2][C:3]1[CH:36]=[CH:35][C:6]([CH2:7][CH:8]2[N:13]3[C:14](=[O:30])[CH:15]([N:29]4[CH:43]=[CH:47][CH:46]=[CH:45]4)[CH2:16][N:17]([S:18]([C:21]4[CH:26]=[CH:25][C:24]([Cl:27])=[CH:23][C:22]=4[Cl:28])(=[O:20])=[O:19])[CH:12]3[CH2:11][N:10]([CH:31]([CH3:33])[CH3:32])[C:9]2=[O:34])=[CH:5][CH:4]=1. Given the reactants Br.[Cl:2][C:3]1[CH:36]=[CH:35][C:6]([CH2:7][CH:8]2[N:13]3[C:14](=[O:30])[CH:15]([NH2:29])[CH2:16][N:17]([S:18]([C:21]4[CH:26]=[CH:25][C:24]([Cl:27])=[CH:23][C:22]=4[Cl:28])(=[O:20])=[O:19])[CH:12]3[CH2:11][N:10]([CH:31]([CH3:33])[CH3:32])[C:9]2=[O:34])=[CH:5][CH:4]=1.ClCCCl.CO[CH:43]1[CH2:47][CH2:46][CH:45](OC)O1, predict the reaction product. (5) The product is: [ClH:1].[Cl:1][C:2]1[CH:7]=[CH:6][CH:5]=[CH:4][C:3]=1[N:8]1[C:12]([S:13]([C:16]2[CH:21]=[CH:20][CH:19]=[C:18]([O:22][CH3:23])[N:17]=2)(=[O:15])=[O:14])=[CH:11][C:10]([CH2:24][NH:25][CH3:26])=[N:9]1. Given the reactants [Cl:1][C:2]1[CH:7]=[CH:6][CH:5]=[CH:4][C:3]=1[N:8]1[C:12]([S:13]([C:16]2[CH:21]=[CH:20][CH:19]=[C:18]([O:22][CH3:23])[N:17]=2)(=[O:15])=[O:14])=[CH:11][C:10]([CH2:24][N:25](C)[C:26](=O)OC(C)(C)C)=[N:9]1.C(O)C.C(OCC)(=O)C.Cl, predict the reaction product. (6) Given the reactants [NH2:1][C@H:2]1[C:10]2[C:5](=[C:6]([C:11]3[N:15]=[C:14]([C:16]4[CH:17]=[CH:18][C:19]([O:24][CH:25]([CH3:27])[CH3:26])=[C:20]([CH:23]=4)[C:21]#[N:22])[O:13][N:12]=3)[CH:7]=[CH:8][CH:9]=2)[CH2:4][CH2:3]1.[CH2:28]([CH:30]1[O:32][CH2:31]1)[Cl:29].CC(O)C, predict the reaction product. The product is: [Cl:29][CH2:28][CH:30]([OH:32])[CH2:31][NH:1][C@H:2]1[C:10]2[C:5](=[C:6]([C:11]3[N:15]=[C:14]([C:16]4[CH:17]=[CH:18][C:19]([O:24][CH:25]([CH3:27])[CH3:26])=[C:20]([CH:23]=4)[C:21]#[N:22])[O:13][N:12]=3)[CH:7]=[CH:8][CH:9]=2)[CH2:4][CH2:3]1. (7) Given the reactants C(=O)(OC)[O:2][C:3]1[CH:8]=[C:7]([N+:9]([O-:11])=[O:10])[C:6]([F:12])=[CH:5][C:4]=1[Br:13].[OH-].[K+].Cl, predict the reaction product. The product is: [Br:13][C:4]1[CH:5]=[C:6]([F:12])[C:7]([N+:9]([O-:11])=[O:10])=[CH:8][C:3]=1[OH:2]. (8) Given the reactants [Br:1][C:2]1[CH:7]=[C:6]([F:8])[C:5]([O:9][CH:10]([F:12])[F:11])=[CH:4][C:3]=1[OH:13].Br[CH2:15][CH:16]1[CH2:18][CH2:17]1, predict the reaction product. The product is: [Br:1][C:2]1[CH:7]=[C:6]([F:8])[C:5]([O:9][CH:10]([F:11])[F:12])=[CH:4][C:3]=1[O:13][CH2:15][CH:16]1[CH2:18][CH2:17]1.